Dataset: NCI-60 drug combinations with 297,098 pairs across 59 cell lines. Task: Regression. Given two drug SMILES strings and cell line genomic features, predict the synergy score measuring deviation from expected non-interaction effect. Drug 1: C1=C(C(=O)NC(=O)N1)N(CCCl)CCCl. Drug 2: CC(C1=C(C=CC(=C1Cl)F)Cl)OC2=C(N=CC(=C2)C3=CN(N=C3)C4CCNCC4)N. Cell line: MDA-MB-435. Synergy scores: CSS=-2.93, Synergy_ZIP=-4.34, Synergy_Bliss=-8.97, Synergy_Loewe=-24.3, Synergy_HSA=-12.3.